From a dataset of CYP2C19 inhibition data for predicting drug metabolism from PubChem BioAssay. Regression/Classification. Given a drug SMILES string, predict its absorption, distribution, metabolism, or excretion properties. Task type varies by dataset: regression for continuous measurements (e.g., permeability, clearance, half-life) or binary classification for categorical outcomes (e.g., BBB penetration, CYP inhibition). Dataset: cyp2c19_veith. (1) The compound is COCCn1c(=O)c(-c2ccccc2)nc2cnc(N3CCN(C)CC3)nc21. The result is 0 (non-inhibitor). (2) The molecule is Nc1ccc(S(=O)(=O)NCCS(=O)(=O)O)cc1. The result is 0 (non-inhibitor). (3) The compound is CC1CN(C(=O)c2cc3c(s2)CCC3)CC(C)O1. The result is 1 (inhibitor). (4) The molecule is CCOc1ccc(N2CC(C(=O)NC(C)C)CC2=O)cc1. The result is 0 (non-inhibitor). (5) The drug is Cl.NC(N)=NC(=O)c1nc(Cl)c(N)nc1N.O.O. The result is 0 (non-inhibitor). (6) The compound is CCOC(=O)C1CCCN(C/C=C/c2ccccc2[N+](=O)[O-])C1. The result is 1 (inhibitor). (7) The result is 1 (inhibitor). The compound is FC(F)(F)c1ccccc1-c1nc(Nc2ccncc2)c2ccccc2n1. (8) The result is 1 (inhibitor). The drug is O=C(c1cc2nc(-c3ccco3)cc(C(F)(F)F)n2n1)N1CCc2ccccc2C1. (9) The compound is C=CCN1C(=O)NC(=O)/C(=C/c2cccn2C)C1=O. The result is 0 (non-inhibitor). (10) The drug is CC(c1ccc(Cl)cc1)n1c(-c2ccc3ccccc3n2)n[nH]c1=S. The result is 1 (inhibitor).